The task is: Predict the product of the given reaction.. This data is from Forward reaction prediction with 1.9M reactions from USPTO patents (1976-2016). (1) Given the reactants [NH2:1][C:2]1[C:10]([N+:11]([O-:13])=[O:12])=[C:9]([CH3:14])[C:8]([N+:15]([O-:17])=[O:16])=[CH:7][C:3]=1[C:4]([NH2:6])=O.P(Cl)(Cl)(Cl)=O.O, predict the reaction product. The product is: [NH2:1][C:2]1[C:10]([N+:11]([O-:13])=[O:12])=[C:9]([CH3:14])[C:8]([N+:15]([O-:17])=[O:16])=[CH:7][C:3]=1[C:4]#[N:6]. (2) Given the reactants [NH2:1][C:2]1[N:7]=[C:6]([NH:8][C:9]2[CH:17]=[C:16]([Cl:18])[CH:15]=[CH:14][C:10]=2[C:11]([OH:13])=[O:12])[CH:5]=[CH:4][CH:3]=1.[CH3:19][C:20](=O)[CH2:21][CH2:22][C:23](=O)[CH3:24].C1(C)C=CC(S(O)(=O)=O)=CC=1, predict the reaction product. The product is: [Cl:18][C:16]1[CH:15]=[CH:14][C:10]([C:11]([OH:13])=[O:12])=[C:9]([NH:8][C:6]2[CH:5]=[CH:4][CH:3]=[C:2]([N:1]3[C:23]([CH3:24])=[CH:22][CH:21]=[C:20]3[CH3:19])[N:7]=2)[CH:17]=1. (3) The product is: [F:20][P-:21]([F:26])([F:25])([F:24])([F:23])[F:22].[F:1][C:2]1[CH:7]=[CH:6][CH:5]=[C:4]([F:8])[C:3]=1[NH+:9]1[CH:41]=[C:40]([C:34]2[CH:39]=[CH:38][CH:37]=[CH:36][CH:35]=2)[N:11]([C:12]2[C:13]([F:19])=[CH:14][CH:15]=[CH:16][C:17]=2[F:18])[NH:10]1. Given the reactants [F:1][C:2]1[CH:7]=[CH:6][CH:5]=[C:4]([F:8])[C:3]=1[N:9]=[N:10][NH:11][C:12]1[C:17]([F:18])=[CH:16][CH:15]=[CH:14][C:13]=1[F:19].[F:20][P-:21]([F:26])([F:25])([F:24])([F:23])[F:22].[K+].ClOC(C)(C)C.[C:34]1([C:40]#[CH:41])[CH:39]=[CH:38][CH:37]=[CH:36][CH:35]=1, predict the reaction product. (4) Given the reactants [CH3:1][N:2](C)CCCN=C=NCC.[F:12][C:13]([F:30])([F:29])[C:14]1[CH:19]=[CH:18][C:17]([C:20]2[C:21]([C:26](O)=[O:27])=[CH:22][CH:23]=[CH:24][CH:25]=2)=[CH:16][CH:15]=1.ON1C2C=CC=CC=2N=N1.CN.C(O)C, predict the reaction product. The product is: [CH3:1][NH:2][C:26]([C:21]1[C:20]([C:17]2[CH:18]=[CH:19][C:14]([C:13]([F:30])([F:29])[F:12])=[CH:15][CH:16]=2)=[CH:25][CH:24]=[CH:23][CH:22]=1)=[O:27]. (5) Given the reactants C(=O)([O-])[O-].[K+].[K+].C(O[Na])(C)(C)C.[NH:13]1[CH:17]=[N:16][CH:15]=[N:14]1.[Cl:18][C:19]1([C:22]2([CH2:25][CH:26]3[CH2:28][C:27]3([Br:30])[Br:29])[CH2:24][O:23]2)[CH2:21][CH2:20]1, predict the reaction product. The product is: [Cl:18][C:19]1([C:22]([OH:23])([CH2:24][N:13]2[CH:17]=[N:16][CH:15]=[N:14]2)[CH2:25][CH:26]2[CH2:28][C:27]2([Br:30])[Br:29])[CH2:21][CH2:20]1.